The task is: Predict the reactants needed to synthesize the given product.. This data is from Full USPTO retrosynthesis dataset with 1.9M reactions from patents (1976-2016). (1) Given the product [C:22]([C:19]1[N:20]=[CH:21][C:16]([NH:15][C:13](=[O:14])[C@@H:12]([C:4]2[CH:5]=[CH:6][C:7]([S:8]([CH3:11])(=[O:9])=[O:10])=[C:2]([Cl:1])[CH:3]=2)[CH2:28][CH:29]2[CH2:30][CH2:31][CH2:32][CH2:33]2)=[N:17][CH:18]=1)(=[O:24])[CH3:23], predict the reactants needed to synthesize it. The reactants are: [Cl:1][C:2]1[CH:3]=[C:4]([C@@H:12]([CH2:28][CH:29]2[CH2:33][CH2:32][CH2:31][CH2:30]2)[C:13]([NH:15][C:16]2[CH:21]=[N:20][C:19]([C:22](OC)([O:24]C)[CH3:23])=[CH:18][N:17]=2)=[O:14])[CH:5]=[CH:6][C:7]=1[S:8]([CH3:11])(=[O:10])=[O:9].O.C1(C)C=CC(S(O)(=O)=O)=CC=1. (2) Given the product [CH3:52][C:49]1[CH:48]=[C:47]([NH:46][C:43](=[O:44])[CH2:42][C:39]2[CH:38]=[CH:37][C:36]([O:35][C:26]3[C:25]4[C:30](=[CH:31][C:32]([O:33][CH3:34])=[C:23]([O:22][CH3:21])[CH:24]=4)[N:29]=[CH:28][N:27]=3)=[CH:41][CH:40]=2)[NH:51][N:50]=1, predict the reactants needed to synthesize it. The reactants are: Cl.CN(C)CCCN=C=NCC.OC1C=CC=C[N+]=1[O-].[CH3:21][O:22][C:23]1[CH:24]=[C:25]2[C:30](=[CH:31][C:32]=1[O:33][CH3:34])[N:29]=[CH:28][N:27]=[C:26]2[O:35][C:36]1[CH:41]=[CH:40][C:39]([CH2:42][C:43](O)=[O:44])=[CH:38][CH:37]=1.[NH2:46][C:47]1[NH:51][N:50]=[C:49]([CH3:52])[CH:48]=1.C(N(C(C)C)CC)(C)C.CO[C@@H]1[C@@H](C(OC)=O)[C@@H]2[C@@H](CN3[C@H](C2)C2NC4C=C(OC)C=CC=4C=2CC3)C[C@H]1OC(C1C=C(OC)C(OC)=C(OC)C=1)=O. (3) The reactants are: Cl[C:2]1[CH:3]=[C:4]2[C:10]([C:11]3[CH:19]=[CH:18][C:14]([C:15]([OH:17])=[O:16])=[CH:13][C:12]=3[F:20])=[CH:9][N:8]([C:21](=[O:33])[C:22]3[C:27]([C:28]([F:31])([F:30])[F:29])=[CH:26][CH:25]=[CH:24][C:23]=3[Cl:32])[C:5]2=[CH:6][N:7]=1.[C:34]([NH2:41])([O:36][C:37]([CH3:40])([CH3:39])[CH3:38])=[O:35].[OH-].[Na+].O1CCOCC1. Given the product [C:37]([O:36][C:34]([NH:41][C:2]1[CH:3]=[C:4]2[C:10]([C:11]3[CH:19]=[CH:18][C:14]([C:15]([OH:17])=[O:16])=[CH:13][C:12]=3[F:20])=[CH:9][N:8]([C:21](=[O:33])[C:22]3[C:27]([C:28]([F:30])([F:29])[F:31])=[CH:26][CH:25]=[CH:24][C:23]=3[Cl:32])[C:5]2=[CH:6][N:7]=1)=[O:35])([CH3:40])([CH3:39])[CH3:38], predict the reactants needed to synthesize it. (4) Given the product [F:23][C:22]1[CH:21]=[C:20]([O:35][CH3:34])[CH:19]=[C:18]([F:25])[C:17]=1[C:16]1[C:11]([C:5]2[CH:4]=[C:3]([O:2][CH3:1])[CH:8]=[C:7]([O:9][CH3:10])[CH:6]=2)=[C:12]([C:27]2[CH:32]=[CH:31][CH:30]=[CH:29][C:28]=2[F:33])[N:13]=[N:14][C:15]=1[CH3:26], predict the reactants needed to synthesize it. The reactants are: [CH3:1][O:2][C:3]1[CH:4]=[C:5]([C:11]2[C:16]([C:17]3[C:22]([F:23])=[CH:21][C:20](F)=[CH:19][C:18]=3[F:25])=[C:15]([CH3:26])[N:14]=[N:13][C:12]=2[C:27]2[CH:32]=[CH:31][CH:30]=[CH:29][C:28]=2[F:33])[CH:6]=[C:7]([O:9][CH3:10])[CH:8]=1.[CH3:34][O-:35].[Na+]. (5) Given the product [CH:28]([C:30]1[C:31]([C:36]2[CH:45]=[CH:44][C:39]([C:40]([O:42][CH3:43])=[O:41])=[CH:38][CH:37]=2)=[N:32][CH:33]=[CH:34][CH:35]=1)=[CH2:2], predict the reactants needed to synthesize it. The reactants are: [I-].[CH3:2][P+](C1C=CC=CC=1)(C1C=CC=CC=1)C1C=CC=CC=1.CC(C)([O-])C.[K+].[CH:28]([C:30]1[C:31]([C:36]2[CH:45]=[CH:44][C:39]([C:40]([O:42][CH3:43])=[O:41])=[CH:38][CH:37]=2)=[N:32][CH:33]=[CH:34][CH:35]=1)=O.O. (6) Given the product [CH3:1][C:2]1([CH3:20])[O:6][C@H:5]([CH2:7][O:8][C:9]2[CH:14]=[CH:13][C:12]([CH2:15][CH2:16][CH2:17][CH:18]=[O:19])=[CH:11][CH:10]=2)[CH2:4][O:3]1, predict the reactants needed to synthesize it. The reactants are: [CH3:1][C:2]1([CH3:20])[O:6][C@H:5]([CH2:7][O:8][C:9]2[CH:14]=[CH:13][C:12]([CH2:15][CH2:16][CH2:17][CH2:18][OH:19])=[CH:11][CH:10]=2)[CH2:4][O:3]1.CC(OI1(OC(C)=O)(OC(C)=O)OC(=O)C2C=CC=CC1=2)=O.[OH-].[Na+]. (7) Given the product [CH3:1][C:2]1([CH3:20])[CH2:6][C:5]2([CH2:7][CH2:8][CH:9]([C:12]3[N:16]([CH3:17])[N:15]=[CH:14][C:13]=3[CH2:18][OH:19])[CH2:10][CH2:11]2)[O:4][CH2:3]1, predict the reactants needed to synthesize it. The reactants are: [CH3:1][C:2]1([CH3:20])[CH2:6][C:5]2([CH2:11][CH2:10][CH:9]([C:12]3[N:16]([CH3:17])[N:15]=[CH:14][C:13]=3[CH:18]=[O:19])[CH2:8][CH2:7]2)[O:4][CH2:3]1.[H][H]. (8) Given the product [O:8]=[C:3]1[CH2:13][CH2:12][N:11]([C:17]([O:19][CH2:20][CH3:21])=[O:18])[CH2:14][CH2:15]1, predict the reactants needed to synthesize it. The reactants are: Cl.N1CCCC[C:3]1=[O:8].CC[N:11]([CH2:14][CH3:15])[CH2:12][CH3:13].Cl[C:17]([O:19][CH2:20][CH3:21])=[O:18].